From a dataset of Full USPTO retrosynthesis dataset with 1.9M reactions from patents (1976-2016). Predict the reactants needed to synthesize the given product. (1) Given the product [CH3:5][C@H:4]([NH:6][C:7](=[O:13])[O:8][C:9]([CH3:12])([CH3:11])[CH3:10])[CH2:3][CH:1]=[O:26], predict the reactants needed to synthesize it. The reactants are: [C:1]([CH2:3][C@@H:4]([NH:6][C:7](=[O:13])[O:8][C:9]([CH3:12])([CH3:11])[CH3:10])[CH3:5])#N.[H-].C([Al+]CC(C)C)C(C)C.CC[O:26]CC. (2) Given the product [F:31][C:30]([F:33])([F:32])[C:28]([OH:34])=[O:29].[Cl:1][C:2]1[C:11]2[C:6](=[CH:7][C:8]([F:13])=[CH:9][C:10]=2[F:12])[N:5]=[C:4]([N:14]2[CH2:19][CH2:18][NH:17][CH2:16][CH2:15]2)[C:3]=1[CH3:27], predict the reactants needed to synthesize it. The reactants are: [Cl:1][C:2]1[C:11]2[C:6](=[CH:7][C:8]([F:13])=[CH:9][C:10]=2[F:12])[N:5]=[C:4]([N:14]2[CH2:19][CH2:18][N:17](C(OC(C)(C)C)=O)[CH2:16][CH2:15]2)[C:3]=1[CH3:27].[C:28]([OH:34])([C:30]([F:33])([F:32])[F:31])=[O:29]. (3) Given the product [NH2:1][C:2]1[C:3]2[C:10]([C:11]3[CH:16]=[CH:15][C:14]([O:17][C:18]4[CH:19]=[CH:20][CH:21]=[CH:22][CH:23]=4)=[CH:13][CH:12]=3)=[C:9]([CH:24]([CH3:26])[CH3:25])[N:8]([C@@H:27]3[CH2:31][CH2:30][N:29]([C:32]([O:34][C:35]([CH3:37])([CH3:36])[CH3:38])=[O:33])[CH2:28]3)[C:4]=2[N:5]=[CH:6][N:7]=1, predict the reactants needed to synthesize it. The reactants are: [NH2:1][C:2]1[C:3]2[C:10]([C:11]3[CH:16]=[CH:15][C:14]([O:17][C:18]4[CH:23]=[CH:22][CH:21]=[CH:20][CH:19]=4)=[CH:13][CH:12]=3)=[C:9]([C:24]([CH3:26])=[CH2:25])[N:8]([C@@H:27]3[CH2:31][CH2:30][N:29]([C:32]([O:34][C:35]([CH3:38])([CH3:37])[CH3:36])=[O:33])[CH2:28]3)[C:4]=2[N:5]=[CH:6][N:7]=1. (4) Given the product [F:49][C:50]([F:55])([F:54])[C:51]([OH:53])=[O:52].[OH:44][CH2:43][C@@H:20]([NH:8][CH2:9][C@H:10]([OH:19])[CH2:11][O:12][C:13]1[CH:14]=[CH:15][CH:16]=[CH:17][CH:18]=1)[CH2:21][C:22]1[CH:27]=[CH:26][C:25]([NH:28][C:29]([NH:31][C:32]2[CH:42]=[CH:41][CH:40]=[CH:39][C:33]=2[C:34]([O:36][CH2:37][CH3:38])=[O:35])=[O:30])=[CH:24][CH:23]=1, predict the reactants needed to synthesize it. The reactants are: C(OC([N:8]([C@H:20]([CH2:43][O:44][Si](C)(C)C)[CH2:21][C:22]1[CH:27]=[CH:26][C:25]([NH:28][C:29]([NH:31][C:32]2[CH:42]=[CH:41][CH:40]=[CH:39][C:33]=2[C:34]([O:36][CH2:37][CH3:38])=[O:35])=[O:30])=[CH:24][CH:23]=1)[CH2:9][C@H:10]([OH:19])[CH2:11][O:12][C:13]1[CH:18]=[CH:17][CH:16]=[CH:15][CH:14]=1)=O)(C)(C)C.[F:49][C:50]([F:55])([F:54])[C:51]([OH:53])=[O:52]. (5) Given the product [ClH:1].[N:2]12[CH2:9][CH2:8][CH:5]([CH2:6][CH2:7]1)[C@@H:4]([NH:10][C:11]([C:13]1[S:14][C:15]3[C:21]([C:26]4[CH:27]=[CH:28][CH:29]=[CH:30][C:25]=4[CH2:24][OH:23])=[CH:20][CH:19]=[CH:18][C:16]=3[CH:17]=1)=[O:12])[CH2:3]2, predict the reactants needed to synthesize it. The reactants are: [ClH:1].[N:2]12[CH2:9][CH2:8][CH:5]([CH2:6][CH2:7]1)[C@@H:4]([NH:10][C:11]([C:13]1[S:14][C:15]3[C:21](Br)=[CH:20][CH:19]=[CH:18][C:16]=3[CH:17]=1)=[O:12])[CH2:3]2.[OH:23][CH2:24][C:25]1[CH:30]=[CH:29][CH:28]=[CH:27][C:26]=1B(O)O.C(=O)([O-])[O-].[Na+].[Na+]. (6) Given the product [NH2:38][C@@H:37]([CH3:46])[C:36](=[O:47])[NH:35][C@@H:34]([CH:48]([CH3:50])[CH3:49])[C:33](=[O:51])[N:32]([CH3:52])[C@@H:31]([CH2:53][CH:54]([CH3:56])[CH3:55])[C:30](=[O:57])[NH:29][C@@H:28]([C@H:58]([OH:60])[CH3:59])[C:27](=[O:80])[N:26]([CH3:81])[C@@H:25]([CH2:18][C:19]1[CH:20]=[CH:21][CH:22]=[CH:23][CH:24]=1)[C:82](=[O:157])[NH:83][CH2:84][C:85](=[O:156])[N:86]([CH3:155])[C@@H:87]([CH2:151][CH:152]([CH3:153])[CH3:154])[C:88](=[O:150])[N:89]([CH3:149])[C@@H:90]([CH:146]([CH3:147])[CH3:148])[C:91](=[O:145])[NH:92][C@@H:93]([CH2:138][C:139]1[CH:144]=[CH:143][CH:142]=[CH:141][CH:140]=1)[C:94](=[O:137])[NH:95][C@H:96]([C:112](=[O:136])[N:113]([CH3:135])[C@@H:114]([CH2:128][C:129]1[CH:134]=[CH:133][CH:132]=[CH:131][CH:130]=1)[C:115](=[O:127])[NH:116][C@@H:117]([CH3:126])[C:118](=[O:125])[N:119]1[CH2:120][CH2:121][CH2:122][CH2:123][CH2:124]1)[CH2:97][C:98]([O:100][C:101]1[C:106]([CH3:107])=[CH:105][CH:104]=[CH:103][C:102]=1[S:108][S:109][CH2:110][CH3:111])=[O:99], predict the reactants needed to synthesize it. The reactants are: FC(F)(F)C(O)=O.C([SiH](C(C)C)C(C)C)(C)C.[CH2:18]([C@@H:25]([C:82](=[O:157])[NH:83][CH2:84][C:85](=[O:156])[N:86]([CH3:155])[C@@H:87]([CH2:151][CH:152]([CH3:154])[CH3:153])[C:88](=[O:150])[N:89]([CH3:149])[C@@H:90]([CH:146]([CH3:148])[CH3:147])[C:91](=[O:145])[NH:92][C@@H:93]([CH2:138][C:139]1[CH:144]=[CH:143][CH:142]=[CH:141][CH:140]=1)[C:94](=[O:137])[NH:95][C@H:96]([C:112](=[O:136])[N:113]([CH3:135])[C@@H:114]([CH2:128][C:129]1[CH:134]=[CH:133][CH:132]=[CH:131][CH:130]=1)[C:115](=[O:127])[NH:116][C@@H:117]([CH3:126])[C:118](=[O:125])[N:119]1[CH2:124][CH2:123][CH2:122][CH2:121][CH2:120]1)[CH2:97][C:98]([O:100][C:101]1[C:106]([CH3:107])=[CH:105][CH:104]=[CH:103][C:102]=1[S:108][S:109][CH2:110][CH3:111])=[O:99])[N:26]([CH3:81])[C:27](=[O:80])[C@H:28]([C@H:58]([O:60]C(C1C=CC=CC=1)(C1C=CC=CC=1)C1C=CC=CC=1)[CH3:59])[NH:29][C:30](=[O:57])[C@H:31]([CH2:53][CH:54]([CH3:56])[CH3:55])[N:32]([CH3:52])[C:33](=[O:51])[C@H:34]([CH:48]([CH3:50])[CH3:49])[NH:35][C:36](=[O:47])[C@H:37]([CH3:46])[NH:38]C(=O)OC(C)(C)C)[C:19]1[CH:24]=[CH:23][CH:22]=[CH:21][CH:20]=1.